Dataset: Reaction yield outcomes from USPTO patents with 853,638 reactions. Task: Predict the reaction yield, written as a fraction of the theoretical maximum amount of product (1.0 means a 100% yield; for example, 0.34 means a 34% yield). (1) The product is [CH3:54][CH:55]1[NH:56][CH:57]([CH3:58])[CH2:24][N:23]([CH2:25][CH2:27][NH:28][C:18]([C:14]2[C:13]([CH3:21])=[C:12](/[CH:11]=[C:10]3\[C:2](=[O:1])[NH:3][C:4]4[C:9]\3=[CH:8][CH:7]=[CH:6][CH:5]=4)[NH:16][C:15]=2[CH3:17])=[O:20])[CH2:22]1. The reactants are [O:1]=[C:2]1[NH:3][C:4]2[C:9](/[C:10]/1=[CH:11]/[C:12]1[NH:16][C:15]([CH3:17])=[C:14]([C:18]([OH:20])=O)[C:13]=1[CH3:21])=[CH:8][CH:7]=[CH:6][CH:5]=2.[CH3:22][N:23]([CH:25]=O)[CH3:24].[CH3:27][N:28]([P+](ON1N=NC2C=CC=CC1=2)(N(C)C)N(C)C)C.F[P-](F)(F)(F)(F)F.[CH3:54][CH:55]1CN[CH2:58][CH:57](C)[N:56]1CCN. The yield is 0.500. The catalyst is C(Cl)Cl.CO.C(N(CC)CC)C. (2) The reactants are [CH2:1]([CH:4]1[CH2:9][CH2:8][CH:7]([CH2:10][OH:11])[CH2:6][CH2:5]1)[C:2]#[CH:3].N1C=CC=CC=1.[C:18](OC(=O)C)(=[O:20])[CH3:19]. The catalyst is CN(C=O)C. The product is [C:18]([O:11][CH2:10][CH:7]1[CH2:8][CH2:9][CH:4]([CH2:1][C:2]#[CH:3])[CH2:5][CH2:6]1)(=[O:20])[CH3:19]. The yield is 0.910. (3) The reactants are [C:1]1([CH2:7][O:8][C:9]2[CH:14]=[CH:13][C:12]([S:15](Cl)(=[O:17])=[O:16])=[CH:11][CH:10]=2)[CH:6]=[CH:5][CH:4]=[CH:3][CH:2]=1.[CH3:19][O:20][C:21]([C@@H:23]1[CH2:31][C:30]2[C:25](=[CH:26][CH:27]=[CH:28][CH:29]=2)[NH:24]1)=[O:22]. No catalyst specified. The product is [C:1]1([CH2:7][O:8][C:9]2[CH:14]=[CH:13][C:12]([S:15]([N:24]3[C:25]4[C:30](=[CH:29][CH:28]=[CH:27][CH:26]=4)[CH2:31][C@H:23]3[C:21]([O:20][CH3:19])=[O:22])(=[O:17])=[O:16])=[CH:11][CH:10]=2)[CH:6]=[CH:5][CH:4]=[CH:3][CH:2]=1. The yield is 0.810. (4) The reactants are C[O:2][C:3]([C:5]1[CH:6]=[C:7]2[C:11](=[CH:12][CH:13]=1)[CH2:10][C@H:9]([NH:14][S:15]([CH:18]([CH3:20])[CH3:19])(=[O:17])=[O:16])[CH2:8]2)=O.[H-].[Al+3].[Li+].[H-].[H-].[H-]. The catalyst is C1COCC1. The product is [OH:2][CH2:3][C:5]1[CH:6]=[C:7]2[C:11](=[CH:12][CH:13]=1)[CH2:10][C@H:9]([NH:14][S:15]([CH:18]([CH3:20])[CH3:19])(=[O:17])=[O:16])[CH2:8]2. The yield is 1.03.